From a dataset of Reaction yield outcomes from USPTO patents with 853,638 reactions. Predict the reaction yield, written as a fraction of the theoretical maximum amount of product (1.0 means a 100% yield; for example, 0.34 means a 34% yield). (1) The reactants are [Br:1][C:2]1[CH:7]=[CH:6][C:5]([N:8]=[CH:9][C:10]2[C:15]([CH3:16])=[CH:14][CH:13]=[CH:12][C:11]=2[OH:17])=[C:4](F)[CH:3]=1.C([O-])([O-])=O.[K+].[K+].O. The catalyst is CS(C)=O.C1OCCOCCOCCOCCOCCOC1. The product is [Br:1][C:2]1[CH:7]=[CH:6][C:5]2[N:8]=[CH:9][C:10]3[C:15]([CH3:16])=[CH:14][CH:13]=[CH:12][C:11]=3[O:17][C:4]=2[CH:3]=1. The yield is 0.840. (2) The reactants are [Cl:1][C:2]1[C:7]([CH2:8][CH2:9]O)=[C:6]([NH:11][C@@H:12]2[C:20]3[C:15](=[CH:16][CH:17]=[CH:18][CH:19]=3)[CH2:14][CH2:13]2)[N:5]=[CH:4][N:3]=1.[C:21]1(=[O:31])[NH:25][C:24](=[O:26])[C:23]2=[CH:27][CH:28]=[CH:29][CH:30]=[C:22]12.C1(P(C2C=CC=CC=2)C2C=CC=CC=2)C=CC=CC=1.CC(OC(/N=N/C(OC(C)C)=O)=O)C. The catalyst is C1COCC1. The product is [Cl:1][C:2]1[C:7]([CH2:8][CH2:9][N:25]2[C:21](=[O:31])[C:22]3[C:23](=[CH:27][CH:28]=[CH:29][CH:30]=3)[C:24]2=[O:26])=[C:6]([NH:11][C@@H:12]2[C:20]3[C:15](=[CH:16][CH:17]=[CH:18][CH:19]=3)[CH2:14][CH2:13]2)[N:5]=[CH:4][N:3]=1. The yield is 0.860. (3) The reactants are [CH2:1]([NH2:8])[C:2]1[CH:7]=[CH:6][CH:5]=[CH:4][CH:3]=1.[Cl:9][C:10]1[CH:15]=[N:14][CH:13]=[C:12](Cl)[N:11]=1. No catalyst specified. The product is [CH2:1]([NH:8][C:12]1[CH:13]=[N:14][CH:15]=[C:10]([Cl:9])[N:11]=1)[C:2]1[CH:7]=[CH:6][CH:5]=[CH:4][CH:3]=1. The yield is 0.980. (4) The reactants are F[C:2]1[CH:9]=[CH:8][CH:7]=[CH:6][C:3]=1[CH:4]=[O:5].C(=O)([O-])[O-].[K+].[K+].[S-2:16].[CH3:17][Na]. The catalyst is CN(C=O)C. The product is [CH3:17][S:16][C:2]1[CH:9]=[CH:8][CH:7]=[CH:6][C:3]=1[CH:4]=[O:5]. The yield is 0.850. (5) The product is [ClH:30].[CH3:25][O:24][C:21]1[CH:22]=[CH:23][C:18]2[N:17]=[C:15]([CH2:14][O:13][C:12]3[CH:28]=[CH:29][C:9]([CH2:8][CH:4]4[S:3][C:2](=[O:1])[NH:6][C:5]4=[O:7])=[CH:10][CH:11]=3)[N:26]([CH3:27])[C:19]=2[CH:20]=1. The yield is 0.920. The catalyst is CO. The reactants are [O:1]=[C:2]1[NH:6][C:5](=[O:7])[CH:4]([CH2:8][C:9]2[CH:29]=[CH:28][C:12]([O:13][CH2:14][C:15]([NH:17][C:18]3[CH:23]=[CH:22][C:21]([O:24][CH3:25])=[CH:20][C:19]=3[NH:26][CH3:27])=O)=[CH:11][CH:10]=2)[S:3]1.[ClH:30].CO. (6) The reactants are [Cl:1][C:2]1[S:6][C:5]([C:7]([O:9]C)=[O:8])=[CH:4][C:3]=1[C:11]1[N:15]([CH3:16])[N:14]=[CH:13][C:12]=1[CH3:17].[OH-].[K+]. The catalyst is C1COCC1.O. The product is [Cl:1][C:2]1[S:6][C:5]([C:7]([OH:9])=[O:8])=[CH:4][C:3]=1[C:11]1[N:15]([CH3:16])[N:14]=[CH:13][C:12]=1[CH3:17]. The yield is 0.940. (7) The reactants are FC(F)(F)C([NH:5][C:6]1[CH:11]=[CH:10][C:9]([S:12](=[O:20])(=[O:19])[NH:13][C:14]2[S:15][CH:16]=[CH:17][N:18]=2)=[CH:8][C:7]=1[F:21])=O.[OH-].[Na+].Cl. The catalyst is O. The product is [NH2:5][C:6]1[CH:11]=[CH:10][C:9]([S:12]([NH:13][C:14]2[S:15][CH:16]=[CH:17][N:18]=2)(=[O:20])=[O:19])=[CH:8][C:7]=1[F:21]. The yield is 0.700.